From a dataset of Reaction yield outcomes from USPTO patents with 853,638 reactions. Predict the reaction yield, written as a fraction of the theoretical maximum amount of product (1.0 means a 100% yield; for example, 0.34 means a 34% yield). The product is [C:1]1([S:7]([N:10]2[C:14]3=[N:15][CH:16]=[C:17]([Cl:19])[CH:18]=[C:13]3[C:12]([CH2:20][C:21]3[CH:22]=[CH:23][C:24]([NH:27][CH2:39][C:35]4[CH:36]=[N:37][CH:38]=[C:33]([F:32])[CH:34]=4)=[N:25][CH:26]=3)=[CH:11]2)(=[O:9])=[O:8])[CH:6]=[CH:5][CH:4]=[CH:3][CH:2]=1. The yield is 0.590. The reactants are [C:1]1([S:7]([N:10]2[C:14]3=[N:15][CH:16]=[C:17]([Cl:19])[CH:18]=[C:13]3[C:12]([CH2:20][C:21]3[CH:22]=[CH:23][C:24]([NH2:27])=[N:25][CH:26]=3)=[CH:11]2)(=[O:9])=[O:8])[CH:6]=[CH:5][CH:4]=[CH:3][CH:2]=1.C(O)(=O)C.[F:32][C:33]1[CH:34]=[C:35]([CH:39]=O)[CH:36]=[N:37][CH:38]=1.C([BH3-])#N.[Na+].C(=O)([O-])[O-].[K+].[K+]. The catalyst is C(O)C.